Dataset: Reaction yield outcomes from USPTO patents with 853,638 reactions. Task: Predict the reaction yield, written as a fraction of the theoretical maximum amount of product (1.0 means a 100% yield; for example, 0.34 means a 34% yield). (1) The reactants are [NH:1]([C:13]([O:15][C:16]([CH3:19])([CH3:18])[CH3:17])=[O:14])[C@H:2]([C:10]([OH:12])=O)[CH2:3][C:4]1[CH:9]=[CH:8][CH:7]=[CH:6][CH:5]=1.[NH2:20][C@H:21]([C:26]([O:28][CH3:29])=[O:27])[CH2:22][CH:23]([CH3:25])[CH3:24].C1C=CC2N(O)N=NC=2C=1.CN(C(ON1N=NC2C=CC=CC1=2)=[N+](C)C)C.F[P-](F)(F)(F)(F)F.CCN(C(C)C)C(C)C. The catalyst is CN(C=O)C. The product is [C:16]([O:15][C:13]([NH:1][CH:2]([CH2:3][C:4]1[CH:5]=[CH:6][CH:7]=[CH:8][CH:9]=1)[C:10]([NH:20][CH:21]([CH2:22][CH:23]([CH3:25])[CH3:24])[C:26]([O:28][CH3:29])=[O:27])=[O:12])=[O:14])([CH3:19])([CH3:18])[CH3:17]. The yield is 0.0800. (2) The reactants are [CH:1]1[C:10]2[CH2:9][CH2:8][CH2:7][CH2:6][C:5]=2[CH:4]=[CH:3][C:2]=1[O:11][CH2:12][CH2:13][O:14][C:15]1[CH:30]=[CH:29][C:18]([CH2:19][CH:20]([C:25]([O:27]C)=[O:26])[C:21]([O:23]C)=[O:22])=[CH:17][CH:16]=1.[OH-].[Na+]. The catalyst is CO.O1CCCC1. The product is [CH:1]1[C:10]2[CH2:9][CH2:8][CH2:7][CH2:6][C:5]=2[CH:4]=[CH:3][C:2]=1[O:11][CH2:12][CH2:13][O:14][C:15]1[CH:30]=[CH:29][C:18]([CH2:19][CH:20]([C:25]([OH:27])=[O:26])[C:21]([OH:23])=[O:22])=[CH:17][CH:16]=1. The yield is 0.950. (3) The reactants are [CH3:1][C:2]1[N:6]=[C:5]([NH2:7])[NH:4][N:3]=1.[CH3:8][C@@H:9]1[CH2:14][C:13](=O)[CH2:12][C@H:11]([CH3:16])[O:10]1.C(O[BH-](OC(=O)C)OC(=O)C)(=O)C.[Na+]. The catalyst is C(O)(=O)C. The product is [CH3:8][C@@H:9]1[CH2:14][CH:13]([NH:7][C:5]2[NH:4][N:3]=[C:2]([CH3:1])[N:6]=2)[CH2:12][C@H:11]([CH3:16])[O:10]1. The yield is 0.220. (4) The reactants are [N+:1]([C:4]1[CH:13]=[C:12]([N+:14]([O-:16])=[O:15])[CH:11]=[C:10]2[C:5]=1[CH2:6][CH2:7][CH2:8][CH2:9]2)([O-])=O.Cl[Sn]Cl.C(O)C. The catalyst is C(O)(=O)C.Cl. The product is [N+:14]([C:12]1[CH:13]=[C:4]([NH2:1])[C:5]2[CH2:6][CH2:7][CH2:8][CH2:9][C:10]=2[CH:11]=1)([O-:16])=[O:15]. The yield is 0.290.